The task is: Predict the product of the given reaction.. This data is from Forward reaction prediction with 1.9M reactions from USPTO patents (1976-2016). (1) The product is: [CH2:1]([C:5]1[N:6]=[C:7]([NH:25][CH2:26][C:27]2[CH:32]=[CH:31][C:30]([O:33][CH3:34])=[CH:29][C:28]=2[O:35][CH3:36])[C:8]2[NH:13][N:12]=[C:11]([CH2:14][CH2:15][CH2:16][CH2:17][CH2:18][N:19]3[CH2:23][CH2:22][C@@H:21]([F:24])[CH2:20]3)[C:9]=2[N:10]=1)[CH2:2][CH2:3][CH3:4]. Given the reactants [CH2:1]([C:5]1[N:6]=[C:7]([NH:25][CH2:26][C:27]2[CH:32]=[CH:31][C:30]([O:33][CH3:34])=[CH:29][C:28]=2[O:35][CH3:36])[C:8]2[NH:13][N:12]=[C:11]([CH2:14][CH2:15][CH2:16][CH2:17][CH2:18][N:19]3[CH2:23][CH2:22][C@H:21]([F:24])[CH2:20]3)[C:9]=2[N:10]=1)[CH2:2][CH2:3][CH3:4].C(C1N=C(NCC2C=CC(OC)=CC=2OC)C2NN=C(C#CCCCCl)C=2N=1)CCC.Cl.F[C@@H]1CCNC1, predict the reaction product. (2) Given the reactants [NH2:1][C:2]1[CH:9]=[C:8]([Cl:10])[C:5]([C:6]#[N:7])=[C:4]([Cl:11])[CH:3]=1.[C:12](Cl)(Cl)=[S:13].C(N(CC)CC)C, predict the reaction product. The product is: [Cl:11][C:4]1[CH:3]=[C:2]([N:1]=[C:12]=[S:13])[CH:9]=[C:8]([Cl:10])[C:5]=1[C:6]#[N:7]. (3) Given the reactants C[O:2][C:3]1[CH:8]=[CH:7][C:6]([N:9]2[CH2:19][CH2:18][CH:12]([C:13]([O:15][CH2:16][CH3:17])=[O:14])[CH2:11][CH2:10]2)=[CH:5][CH:4]=1.B(Br)(Br)Br.[OH-].[Na+], predict the reaction product. The product is: [OH:2][C:3]1[CH:8]=[CH:7][C:6]([N:9]2[CH2:10][CH2:11][CH:12]([C:13]([O:15][CH2:16][CH3:17])=[O:14])[CH2:18][CH2:19]2)=[CH:5][CH:4]=1.